From a dataset of Forward reaction prediction with 1.9M reactions from USPTO patents (1976-2016). Predict the product of the given reaction. (1) Given the reactants [Cl:1][C:2]1[C:7]([N:8]2[CH2:13][CH2:12][C:11]3([C:17]4[CH:18]=[CH:19][CH:20]=[CH:21][C:16]=4[O:15][C:14]3=[O:22])[CH2:10][CH2:9]2)=[CH:6][N:5]=[N:4][C:3]=1[NH:23][NH:24][C:25](=O)[CH2:26][C:27]([F:30])([F:29])[F:28].P(Cl)(Cl)(Cl)=O, predict the reaction product. The product is: [C:14]([O-:22])(=[O:15])[CH3:11].[NH4+:4].[Cl:1][C:2]1[C:3]2[N:4]([C:25]([CH2:26][C:27]([F:29])([F:28])[F:30])=[N:24][N:23]=2)[N:5]=[CH:6][C:7]=1[N:8]1[CH2:13][CH2:12][C:11]2([C:17]3[CH:18]=[CH:19][CH:20]=[CH:21][C:16]=3[O:15][C:14]2=[O:22])[CH2:10][CH2:9]1. (2) Given the reactants FC(F)(F)C(O)=O.[C:8]([S:11][CH:12]1[CH2:17][CH2:16][NH:15][CH2:14]/[C:13]/1=[CH:18]\[C:19]1[N:20]=[C:21]([NH:24][C:25]([O:27][C:28]([CH3:31])([CH3:30])[CH3:29])=[O:26])[S:22][CH:23]=1)(=[O:10])[CH3:9].Br[CH:33]([C:39]1[CH:44]=[CH:43][CH:42]=[CH:41][C:40]=1[F:45])[C:34]([CH:36]1[CH2:38][CH2:37]1)=[O:35].C(N(CC)CC)C, predict the reaction product. The product is: [C:8]([S:11][CH:12]1[CH2:17][CH2:16][N:15]([CH:33]([C:39]2[CH:44]=[CH:43][CH:42]=[CH:41][C:40]=2[F:45])[C:34]([CH:36]2[CH2:37][CH2:38]2)=[O:35])[CH2:14]/[C:13]/1=[CH:18]\[C:19]1[N:20]=[C:21]([NH:24][C:25]([O:27][C:28]([CH3:31])([CH3:30])[CH3:29])=[O:26])[S:22][CH:23]=1)(=[O:10])[CH3:9]. (3) Given the reactants [H-].[Na+].[C:3]([CH2:5][C:6]1[CH:13]=[CH:12][C:9]([C:10]#[N:11])=[CH:8][CH:7]=1)#[N:4].Cl[CH2:15][CH2:16][O:17][CH2:18]Cl, predict the reaction product. The product is: [C:10]([C:9]1[CH:12]=[CH:13][C:6]([C:5]2([C:3]#[N:4])[CH2:15][CH2:16][O:17][CH2:18]2)=[CH:7][CH:8]=1)#[N:11]. (4) Given the reactants C(OC(=O)C)(=O)C.[NH2:8][C:9]1[N:14]=[C:13]([Cl:15])[C:12]([CH:16]([OH:25])[CH2:17][CH:18]2[CH2:22][O:21][C:20]([CH3:24])([CH3:23])[O:19]2)=[C:11]([Cl:26])[N:10]=1, predict the reaction product. The product is: [NH2:8][C:9]1[N:10]=[C:11]([Cl:26])[C:12]([C:16](=[O:25])[CH2:17][CH:18]2[CH2:22][O:21][C:20]([CH3:24])([CH3:23])[O:19]2)=[C:13]([Cl:15])[N:14]=1. (5) Given the reactants [CH3:1][C:2]1[C:3]([C:24]([OH:26])=O)=[C:4]([C:18]2[CH:19]=[N:20][CH:21]=[N:22][CH:23]=2)[CH:5]=[C:6]([C:8]2[CH:13]=[CH:12][CH:11]=[C:10]([C:14]([F:17])([F:16])[F:15])[CH:9]=2)[CH:7]=1.C(Cl)(=O)C(Cl)=O.CCN(CC)CC.[N:40]1([CH:45]2[CH2:50][CH2:49][NH:48][CH2:47][CH2:46]2)[CH2:44][CH2:43][CH2:42][CH2:41]1, predict the reaction product. The product is: [CH3:1][C:2]1[C:3]([C:24]([N:48]2[CH2:49][CH2:50][CH:45]([N:40]3[CH2:44][CH2:43][CH2:42][CH2:41]3)[CH2:46][CH2:47]2)=[O:26])=[C:4]([C:18]2[CH:19]=[N:20][CH:21]=[N:22][CH:23]=2)[CH:5]=[C:6]([C:8]2[CH:13]=[CH:12][CH:11]=[C:10]([C:14]([F:15])([F:16])[F:17])[CH:9]=2)[CH:7]=1. (6) Given the reactants [N:1]1[CH:6]=[CH:5][N:4]=[CH:3][C:2]=1[NH:7][C:8]([CH:10]1[CH2:12][CH2:11]1)=[O:9].[C:13]1([CH3:26])[CH:18]=[C:17]([CH3:19])[CH:16]=[C:15]([CH3:20])[C:14]=1[S:21]([O:24][NH2:25])(=[O:23])=[O:22].C1(C)C=C(C)C=C(C)C=1S(Cl)(=O)=O, predict the reaction product. The product is: [CH3:20][C:15]1[CH:16]=[C:17]([CH3:19])[CH:18]=[C:13]([CH3:26])[C:14]=1[S:21]([O-:24])(=[O:23])=[O:22].[NH2:25][N+:1]1[CH:6]=[CH:5][N:4]=[CH:3][C:2]=1[NH:7][C:8]([CH:10]1[CH2:11][CH2:12]1)=[O:9]. (7) The product is: [Cl:30][C:24]1[C:23]2[C:27](=[CH:28][CH:29]=[C:21]([NH:20][S:11]([C:6]3[CH:7]=[CH:8][CH:9]=[CH:10][C:5]=3[S:2]([CH3:1])(=[O:4])=[O:3])(=[O:13])=[O:12])[CH:22]=2)[NH:26][N:25]=1. Given the reactants [CH3:1][S:2]([C:5]1[CH:10]=[CH:9][CH:8]=[CH:7][C:6]=1[S:11](Cl)(=[O:13])=[O:12])(=[O:4])=[O:3].O1CCCC1.[NH2:20][C:21]1[CH:22]=[C:23]2[C:27](=[CH:28][CH:29]=1)[NH:26][N:25]=[C:24]2[Cl:30].C(N(CC)CC)C, predict the reaction product. (8) Given the reactants CC(OC([N:8](C(OC(C)(C)C)=O)[C:9]1[CH:19]=[C:18]([CH2:20]Br)[C:17]([Br:22])=[CH:16][C:10]=1[C:11]([O:13][CH2:14][CH3:15])=[O:12])=O)(C)C.[NH:30]1[CH2:34][CH2:33][CH:32]([N:35]2[CH2:40][CH2:39][CH2:38][CH2:37][CH2:36]2)[CH2:31]1, predict the reaction product. The product is: [NH2:8][C:9]1[CH:19]=[C:18]([CH2:20][N:30]2[CH2:34][CH2:33][CH:32]([N:35]3[CH2:36][CH2:37][CH2:38][CH2:39][CH2:40]3)[CH2:31]2)[C:17]([Br:22])=[CH:16][C:10]=1[C:11]([O:13][CH2:14][CH3:15])=[O:12]. (9) Given the reactants S(Cl)(C)(=O)=O.[Br:6][C:7]1[C:12]([O:13][CH3:14])=[CH:11][C:10]([CH2:15][OH:16])=[CH:9][C:8]=1[O:17][CH3:18].[CH2:19](N(CC)CC)C.C[O-].[Na+].CO, predict the reaction product. The product is: [Br:6][C:7]1[C:12]([O:13][CH3:14])=[CH:11][C:10]([CH2:15][O:16][CH3:19])=[CH:9][C:8]=1[O:17][CH3:18].